From a dataset of Peptide-MHC class I binding affinity with 185,985 pairs from IEDB/IMGT. Regression. Given a peptide amino acid sequence and an MHC pseudo amino acid sequence, predict their binding affinity value. This is MHC class I binding data. The binding affinity (normalized) is 0.588. The peptide sequence is HTICDDYFV. The MHC is HLA-A02:01 with pseudo-sequence HLA-A02:01.